This data is from Forward reaction prediction with 1.9M reactions from USPTO patents (1976-2016). The task is: Predict the product of the given reaction. (1) Given the reactants [C:1](C(N)C=O)([O:3][C:4]([CH3:7])([CH3:6])[CH3:5])=[O:2].[N+:12]([C:15]1[CH:20]=[CH:19][CH:18]=[CH:17][C:16]=1[S:21]([N:24]([CH2:44][C:45]1[CH:50]=[CH:49][CH:48]=[CH:47][N:46]=1)[CH2:25][C:26]1[CH:31]=[CH:30][C:29]([CH2:32][NH:33][CH:34]2[C:43]3[N:42]=[CH:41][CH:40]=[CH:39][C:38]=3[CH2:37][CH2:36][CH2:35]2)=[CH:28][CH:27]=1)(=[O:23])=[O:22])([O-:14])=[O:13].[C:51]([BH3-])#[N:52].[Na+].[CH3:55]O, predict the reaction product. The product is: [N+:12]([C:15]1[CH:20]=[CH:19][CH:18]=[CH:17][C:16]=1[S:21]([N:24]([CH2:44][C:45]1[CH:50]=[CH:49][CH:48]=[CH:47][N:46]=1)[CH2:25][C:26]1[CH:27]=[CH:28][C:29]([CH2:32][N:33]([CH2:55][CH2:51][NH:52][C:1]([O:3][C:4]([CH3:5])([CH3:6])[CH3:7])=[O:2])[CH:34]2[C:43]3[N:42]=[CH:41][CH:40]=[CH:39][C:38]=3[CH2:37][CH2:36][CH2:35]2)=[CH:30][CH:31]=1)(=[O:22])=[O:23])([O-:14])=[O:13]. (2) Given the reactants [Cl:1][C:2]1[C:3](=[O:21])[N:4]([C:9]2[CH:13]=[C:12]([C:14]([CH3:19])([CH3:18])[CH2:15][CH:16]=[CH2:17])[N:11]([CH3:20])[N:10]=2)[C:5](=[O:8])[C:6]=1[CH3:7].[BH4-].[Na+].CC(C)=O, predict the reaction product. The product is: [Cl:1][C:2]1[CH:3]([OH:21])[N:4]([C:9]2[CH:13]=[C:12]([C:14]([CH3:19])([CH3:18])[CH2:15][CH:16]=[CH2:17])[N:11]([CH3:20])[N:10]=2)[C:5](=[O:8])[C:6]=1[CH3:7]. (3) Given the reactants [CH3:1][N:2]1[CH2:8][CH2:7][CH2:6][CH2:5][C@H:4]([NH:9]C(=O)OC(C)(C)C)[C:3]1=[O:17].Cl, predict the reaction product. The product is: [NH2:9][C@H:4]1[CH2:5][CH2:6][CH2:7][CH2:8][N:2]([CH3:1])[C:3]1=[O:17]. (4) Given the reactants [Si:1]([O:8][CH2:9][CH2:10][N:11]1[CH:15]=[CH:14][N:13]=[C:12]1/[CH:16]=[CH:17]/[C:18]([O:20]CC)=[O:19])([C:4]([CH3:7])([CH3:6])[CH3:5])([CH3:3])[CH3:2].[OH-].[Na+].Cl, predict the reaction product. The product is: [Si:1]([O:8][CH2:9][CH2:10][N:11]1[CH:15]=[CH:14][N:13]=[C:12]1[CH2:16][CH2:17][C:18]([OH:20])=[O:19])([C:4]([CH3:7])([CH3:5])[CH3:6])([CH3:3])[CH3:2]. (5) Given the reactants [CH3:1][C:2]1[C:7](=[O:8])[C:5](=[O:6])[C:4]([CH3:10])([CH3:9])[C:3]=1/[CH:11]=[CH:12]/[C:13](/[CH3:42])=[CH:14]/[CH:15]=[CH:16]/[C:17](/[CH3:41])=[CH:18]/[CH:19]=[CH:20]/[CH:21]=[C:22](\[CH3:40])/[CH:23]=[CH:24]/[CH:25]=[C:26](\[CH3:39])/[CH:27]=[CH:28]/[C:29]1[C:35]([CH3:37])([CH3:36])[C:33](=[O:34])[C:31](=[O:32])[C:30]=1[CH3:38].[BH4-].[Na+].C(O)C, predict the reaction product. The product is: [CH3:38][C:30]1[C:31](=[O:32])[C@@H:33]([OH:34])[C:35]([CH3:36])([CH3:37])[C:29]=1/[CH:28]=[CH:27]/[C:26](/[CH3:39])=[CH:25]/[CH:24]=[CH:23]/[C:22](/[CH3:40])=[CH:21]/[CH:20]=[CH:19]/[CH:18]=[C:17](\[CH3:41])/[CH:16]=[CH:15]/[CH:14]=[C:13](\[CH3:42])/[CH:12]=[CH:11]/[C:3]1[C:4]([CH3:10])([CH3:9])[C@H:5]([OH:6])[C:7](=[O:8])[C:2]=1[CH3:1]. (6) Given the reactants [Br:1][C:2]1[CH:13]=[CH:12][C:5]([C:6](N(OC)C)=[O:7])=[CH:4][C:3]=1[CH3:14], predict the reaction product. The product is: [Br:1][C:2]1[CH:13]=[CH:12][C:5]([C:6](=[O:7])[CH2:12][CH2:13][CH2:2][CH:3]([CH3:14])[CH3:4])=[CH:4][C:3]=1[CH3:14]. (7) Given the reactants [NH2:1][C:2]1[CH:3]=[CH:4][C:5]([Cl:8])=[N:6][CH:7]=1.[CH3:9][S:10](Cl)=[O:11], predict the reaction product. The product is: [Cl:8][C:5]1[N:6]=[CH:7][C:2]([NH:1][S:10]([CH3:9])=[O:11])=[CH:3][CH:4]=1. (8) Given the reactants [CH3:1][O:2][C:3](=[O:14])[C:4]1[CH:9]=[CH:8][C:7]([N+:10]([O-])=O)=[CH:6][C:5]=1[OH:13].C1COCC1, predict the reaction product. The product is: [CH3:1][O:2][C:3](=[O:14])[C:4]1[CH:9]=[CH:8][C:7]([NH2:10])=[CH:6][C:5]=1[OH:13]. (9) Given the reactants [Cl:1][C:2]1[CH:3]=[CH:4][C:5]([C:8]2[CH:13]=[CH:12][C:11]([OH:14])=[CH:10][CH:9]=2)=[N:6][CH:7]=1.[CH2:15]([O:17][C:18]([C:20]1([CH2:34]I)[CH2:24][CH2:23][N:22]([C:25](=[O:33])[C:26]2[CH:31]=[CH:30][C:29]([Cl:32])=[CH:28][CH:27]=2)[CH2:21]1)=[O:19])[CH3:16], predict the reaction product. The product is: [CH2:15]([O:17][C:18]([C:20]1([CH2:34][O:14][C:11]2[CH:12]=[CH:13][C:8]([C:5]3[CH:4]=[CH:3][C:2]([Cl:1])=[CH:7][N:6]=3)=[CH:9][CH:10]=2)[CH2:24][CH2:23][N:22]([C:25](=[O:33])[C:26]2[CH:27]=[CH:28][C:29]([Cl:32])=[CH:30][CH:31]=2)[CH2:21]1)=[O:19])[CH3:16]. (10) Given the reactants [CH3:1][O:2][C:3]1[CH:4]=[C:5]2[C:10](=[CH:11][CH:12]=1)[CH:9]=[C:8]([OH:13])[CH:7]=[CH:6]2.C(=O)([O-])[O-].[Cs+].[Cs+].[Br:20][CH:21](Br)[CH3:22], predict the reaction product. The product is: [Br:20][CH2:21][CH2:22][O:13][C:8]1[CH:7]=[CH:6][C:5]2[C:10](=[CH:11][CH:12]=[C:3]([O:2][CH3:1])[CH:4]=2)[CH:9]=1.